Predict the reactants needed to synthesize the given product. From a dataset of Retrosynthesis with 50K atom-mapped reactions and 10 reaction types from USPTO. (1) The reactants are: C=CCBr.CCOC(=O)c1c(C(F)(F)F)nc(C(F)(F)F)c(C)c1O. Given the product C=CCOc1c(C)c(C(F)(F)F)nc(C(F)(F)F)c1C(=O)OCC, predict the reactants needed to synthesize it. (2) The reactants are: N#CSCCl.Nc1cc(S)ccc1[N+](=O)[O-]. Given the product N#CSCSc1ccc([N+](=O)[O-])c(N)c1, predict the reactants needed to synthesize it.